Dataset: Full USPTO retrosynthesis dataset with 1.9M reactions from patents (1976-2016). Task: Predict the reactants needed to synthesize the given product. (1) Given the product [CH3:1][C:2]1[CH:10]=[CH:9][C:8]2[N:7]([CH2:27][CH2:26][C:23]3[CH:22]=[N:21][C:20]([CH3:19])=[CH:25][CH:24]=3)[C:6]3[CH:11]4[CH2:17][N:15]([CH2:16][C:5]=3[C:4]=2[CH:3]=1)[CH2:14][CH2:13][CH2:12]4, predict the reactants needed to synthesize it. The reactants are: [CH3:1][C:2]1[CH:10]=[CH:9][C:8]2[NH:7][C:6]3[CH:11]4[CH2:17][N:15]([CH2:16][C:5]=3[C:4]=2[CH:3]=1)[CH2:14][CH2:13][CH2:12]4.[Na].[CH3:19][C:20]1[CH:25]=[CH:24][C:23]([CH:26]=[CH2:27])=[CH:22][N:21]=1.C1(C=CC(O)=CC=1)O. (2) Given the product [ClH:1].[NH2:2][C:3]1[N:8]=[CH:7][C:6](/[CH:9]=[CH:10]/[C:11]([N:42]([CH3:41])[CH2:43][C:44]2[S:48][C:47]3[CH:49]=[CH:50][CH:51]=[CH:52][C:46]=3[C:45]=2[CH3:53])=[O:13])=[CH:5][C:4]=1[CH2:14][N:15]1[CH2:20][CH2:19][N:18]([CH3:21])[CH2:17][CH2:16]1, predict the reactants needed to synthesize it. The reactants are: [ClH:1].[NH2:2][C:3]1[N:8]=[CH:7][C:6](/[CH:9]=[CH:10]/[C:11]([OH:13])=O)=[CH:5][C:4]=1[CH2:14][N:15]1[CH2:20][CH2:19][N:18]([CH3:21])[CH2:17][CH2:16]1.Cl.CN1CC2C=C(/C=C/C(O)=O)C=NC=2NC(=O)C1.[CH3:41][NH:42][CH2:43][C:44]1[S:48][C:47]2[CH:49]=[CH:50][CH:51]=[CH:52][C:46]=2[C:45]=1[CH3:53].CNCC1C=CC2C(=CC=CC=2)C=1CCC.